Dataset: Forward reaction prediction with 1.9M reactions from USPTO patents (1976-2016). Task: Predict the product of the given reaction. (1) Given the reactants C([O:5][C:6](=[O:32])[CH2:7][CH2:8][N:9]([CH2:25][C:26]1[S:27][C:28]([CH3:31])=[CH:29][CH:30]=1)[C:10]1[S:11][CH:12]=[C:13]([CH:15]2[CH2:20][C:19]([CH3:22])([CH3:21])[CH2:18][C:17]([CH3:24])([CH3:23])[CH2:16]2)[N:14]=1)(C)(C)C.[OH-].[Na+], predict the reaction product. The product is: [CH3:31][C:28]1[S:27][C:26]([CH2:25][N:9]([C:10]2[S:11][CH:12]=[C:13]([CH:15]3[CH2:16][C:17]([CH3:24])([CH3:23])[CH2:18][C:19]([CH3:22])([CH3:21])[CH2:20]3)[N:14]=2)[CH2:8][CH2:7][C:6]([OH:32])=[O:5])=[CH:30][CH:29]=1. (2) Given the reactants [N:1]1[CH:2]=[CH:3][N:4]2[CH:9]=[CH:8][C:7]([CH2:10][NH:11][C:12](=[O:25])[C:13]3[CH:18]=[CH:17][C:16]([CH:19]4[CH2:24][CH2:23][NH:22][CH2:21][CH2:20]4)=[CH:15][CH:14]=3)=[CH:6][C:5]=12.[H-].[Na+].[C:28]1([S:34](Cl)(=[O:36])=[O:35])[CH:33]=[CH:32][CH:31]=[CH:30][CH:29]=1.O, predict the reaction product. The product is: [N:1]1[CH:2]=[CH:3][N:4]2[CH:9]=[CH:8][C:7]([CH2:10][NH:11][C:12](=[O:25])[C:13]3[CH:14]=[CH:15][C:16]([CH:19]4[CH2:24][CH2:23][N:22]([S:34]([C:28]5[CH:33]=[CH:32][CH:31]=[CH:30][CH:29]=5)(=[O:36])=[O:35])[CH2:21][CH2:20]4)=[CH:17][CH:18]=3)=[CH:6][C:5]=12. (3) Given the reactants [Li+].[CH3:2][Si:3]([N-][Si:3]([CH3:5])([CH3:4])[CH3:2])([CH3:5])[CH3:4].[CH3:11][O:12][C:13]1[CH:20]=[CH:19][C:18]([CH3:21])=[CH:17][C:14]=1[CH:15]=O.C[Si](Cl)(C)C.[CH2:27]([N:29](CC)CC)[CH3:28].C(Cl)(=[O:36])C, predict the reaction product. The product is: [CH3:21][C:18]1[CH:19]=[CH:20][C:13]([O:12][CH3:11])=[C:14]([CH:15]=[N:29][C:27]([O:36][Si:3]([CH3:5])([CH3:4])[CH3:2])=[CH2:28])[CH:17]=1. (4) Given the reactants C(OC([N:8]1[CH2:13][CH2:12][CH:11]([O:14][C:15]2[CH:16]=[N:17][C:18]([Cl:21])=[CH:19][CH:20]=2)[CH2:10][CH2:9]1)=O)(C)(C)C.C(O)(C(F)(F)F)=O, predict the reaction product. The product is: [Cl:21][C:18]1[CH:19]=[CH:20][C:15]([O:14][CH:11]2[CH2:12][CH2:13][NH:8][CH2:9][CH2:10]2)=[CH:16][N:17]=1. (5) Given the reactants [N+:1]([C:4]1[CH:15]=[CH:14][C:7]2[C:8](=[O:13])OC(=O)[NH:11][C:6]=2[CH:5]=1)([O-:3])=[O:2].[CH3:16][NH2:17], predict the reaction product. The product is: [NH2:11][C:6]1[CH:5]=[C:4]([N+:1]([O-:3])=[O:2])[CH:15]=[CH:14][C:7]=1[C:8]([NH:17][CH3:16])=[O:13]. (6) Given the reactants [F:1][C:2]1[CH:11]=[CH:10][C:5]([C:6]([NH:8][NH2:9])=[O:7])=[CH:4][CH:3]=1.[CH2:12](OC(OCC)(OCC)C)[CH3:13], predict the reaction product. The product is: [F:1][C:2]1[CH:11]=[CH:10][C:5]([C:6]2[O:7][C:12]([CH3:13])=[N:9][N:8]=2)=[CH:4][CH:3]=1. (7) Given the reactants C([O-])=O.[NH4+].[OH:5][C:6]12[CH2:15][CH:10]3[CH2:11][CH:12]([CH2:14][CH:8]([C:9]3=O)[CH2:7]1)[CH2:13]2.C([N:19](CC)CC)C.[CH3:24][C:25]([O:28][C:29]([O:31]C(OC(C)(C)C)=O)=O)([CH3:27])[CH3:26], predict the reaction product. The product is: [C:25]([O:28][C:29](=[O:31])[NH:19][CH:9]1[CH:8]2[CH2:14][CH:12]3[CH2:13][C:6]([OH:5])([CH2:15][CH:10]1[CH2:11]3)[CH2:7]2)([CH3:27])([CH3:26])[CH3:24]. (8) Given the reactants C(C1N=C2C(N=CN2)=C(N2CC[C@H](NC(=O)C)C2)N=1)(C)(C)C.[C:23]([C:27]1[N:35]=[C:34]2[C:30]([N:31]=[CH:32][NH:33]2)=[C:29](Cl)[N:28]=1)([CH3:26])([CH3:25])[CH3:24].[F:37][C:38]1([F:45])[C:42]([F:44])([F:43])[CH2:41][NH:40][CH2:39]1, predict the reaction product. The product is: [C:23]([C:27]1[N:35]=[C:34]2[C:30]([N:31]=[CH:32][NH:33]2)=[C:29]([N:40]2[CH2:41][C:42]([F:44])([F:43])[C:38]([F:45])([F:37])[CH2:39]2)[N:28]=1)([CH3:26])([CH3:25])[CH3:24]. (9) The product is: [Cl:1][CH2:2][CH2:3][CH2:4][C:5]([N:10]([CH3:11])[CH3:9])=[O:6]. Given the reactants [Cl:1][CH2:2][CH2:3][CH2:4][C:5](Cl)=[O:6].Cl.[CH3:9][NH:10][CH3:11].[OH-].[Na+], predict the reaction product.